This data is from Peptide-MHC class I binding affinity with 185,985 pairs from IEDB/IMGT. The task is: Regression. Given a peptide amino acid sequence and an MHC pseudo amino acid sequence, predict their binding affinity value. This is MHC class I binding data. (1) The peptide sequence is HISCLTFGR. The MHC is HLA-A68:01 with pseudo-sequence HLA-A68:01. The binding affinity (normalized) is 0.648. (2) The peptide sequence is MAFILGIII. The MHC is HLA-A02:01 with pseudo-sequence HLA-A02:01. The binding affinity (normalized) is 0.198. (3) The peptide sequence is SKFTFSIPY. The MHC is SLA-20401 with pseudo-sequence SLA-20401. The binding affinity (normalized) is 0.410. (4) The peptide sequence is FRKEFTKLE. The MHC is HLA-A31:01 with pseudo-sequence HLA-A31:01. The binding affinity (normalized) is 0.0847. (5) The peptide sequence is GFKLRSAVM. The MHC is HLA-A26:01 with pseudo-sequence HLA-A26:01. The binding affinity (normalized) is 0.0847. (6) The peptide sequence is SLVIVTTFV. The MHC is HLA-A33:01 with pseudo-sequence HLA-A33:01. The binding affinity (normalized) is 0.0819. (7) The binding affinity (normalized) is 0.111. The peptide sequence is NQQAELEAF. The MHC is Mamu-A2201 with pseudo-sequence Mamu-A2201. (8) The peptide sequence is YHQRFVQAL. The MHC is HLA-A31:01 with pseudo-sequence HLA-A31:01. The binding affinity (normalized) is 0.0847. (9) The peptide sequence is SELTVSPPD. The MHC is HLA-A68:02 with pseudo-sequence HLA-A68:02. The binding affinity (normalized) is 0.0847.